This data is from Full USPTO retrosynthesis dataset with 1.9M reactions from patents (1976-2016). The task is: Predict the reactants needed to synthesize the given product. Given the product [CH:1]1([N:6]2[C:10]3[N:11]=[C:12]([CH2:16][N:17]([CH2:18][CH2:19][OH:20])[C:21](=[O:22])[O:23][C:24]([CH3:27])([CH3:26])[CH3:25])[NH:13][C:14](=[O:15])[C:9]=3[CH:8]=[N:7]2)[CH2:2][CH2:3][CH2:4][CH2:5]1, predict the reactants needed to synthesize it. The reactants are: [CH:1]1([N:6]2[C:10]3[N:11]=[C:12]([CH2:16][NH:17][CH2:18][CH2:19][OH:20])[NH:13][C:14](=[O:15])[C:9]=3[CH:8]=[N:7]2)[CH2:5][CH2:4][CH2:3][CH2:2]1.[C:21](O[C:21]([O:23][C:24]([CH3:27])([CH3:26])[CH3:25])=[O:22])([O:23][C:24]([CH3:27])([CH3:26])[CH3:25])=[O:22].C(N(CC)CC)C.